From a dataset of Forward reaction prediction with 1.9M reactions from USPTO patents (1976-2016). Predict the product of the given reaction. (1) Given the reactants [N+:1]([O-:4])(O)=[O:2].[F:5][C:6]1[CH:11]=[CH:10][C:9]([NH:12][C:13]([NH2:15])=[NH:14])=[CH:8][CH:7]=1.C([O-])([O-])=O.[K+].[K+].CO[CH2:24][CH2:25]O, predict the reaction product. The product is: [CH3:10][C:9]1[NH:12][C:13]([N+:1]([O-:4])=[O:2])=[C:24]([CH3:25])[C:8]=1[C:7]1[CH:6]=[CH:11][N:15]=[C:13]([NH:12][C:9]2[CH:8]=[CH:7][C:6]([F:5])=[CH:11][CH:10]=2)[N:14]=1. (2) Given the reactants Cl[C:2]1[N:7]=[C:6]([N:8]([CH3:24])[C:9]2[CH:14]=[CH:13][N:12]=[C:11]([NH:15][CH2:16][CH2:17][C:18]3[CH:19]=[N:20][CH:21]=[CH:22][CH:23]=3)[N:10]=2)[CH:5]=[CH:4][N:3]=1.[F:25][C:26]1[CH:27]=[C:28](B(O)O)[CH:29]=[CH:30][CH:31]=1.C(=O)([O-])[O-].[Na+].[Na+].CCO, predict the reaction product. The product is: [F:25][C:26]1[CH:31]=[C:30]([C:2]2[N:7]=[C:6]([N:8]([CH3:24])[C:9]3[CH:14]=[CH:13][N:12]=[C:11]([NH:15][CH2:16][CH2:17][C:18]4[CH:19]=[N:20][CH:21]=[CH:22][CH:23]=4)[N:10]=3)[CH:5]=[CH:4][N:3]=2)[CH:29]=[CH:28][CH:27]=1. (3) Given the reactants [Br:1]Br.[OH-].[Na+].C([C:8]1[C:9]([Br:19])=[N:10][S:11][C:12]=1[NH:13][C:14]([CH:16]1[CH2:18][CH2:17]1)=[O:15])(=O)C.O1CCOCC1.S(=O)(O)[O-].[Na+].Cl, predict the reaction product. The product is: [Br:19][C:9]1[C:8]([Br:1])=[C:12]([NH:13][C:14]([CH:16]2[CH2:18][CH2:17]2)=[O:15])[S:11][N:10]=1. (4) Given the reactants Br[C:2]1[N:7]=[C:6]([CH2:8][CH2:9][C:10]2[CH:15]=[C:14]([CH3:16])[CH:13]=[C:12]([N:17]3[C:21]([CH3:22])=[CH:20][CH:19]=[C:18]3[CH3:23])[N:11]=2)[CH:5]=[CH:4][CH:3]=1.[CH3:24][NH:25][CH2:26][CH2:27][NH:28][CH3:29], predict the reaction product. The product is: [CH3:23][C:18]1[N:17]([C:12]2[N:11]=[C:10]([CH2:9][CH2:8][C:6]3[N:7]=[C:2]([N:25]([CH3:24])[CH2:26][CH2:27][NH:28][CH3:29])[CH:3]=[CH:4][CH:5]=3)[CH:15]=[C:14]([CH3:16])[CH:13]=2)[C:21]([CH3:22])=[CH:20][CH:19]=1. (5) The product is: [C:6]([O:5][C:1](=[O:4])[CH:2]=[CH2:3])([CH3:9])([CH3:8])[CH3:7].[O:42]=[C:43]1[NH:52][C:51]2[N:50]=[CH:49][C:48](/[CH:53]=[CH:54]/[C:55]([O:57][C:20]([CH3:25])([CH3:21])[CH3:19])=[O:56])=[CH:47][C:46]=2[CH2:45][CH2:44]1. Given the reactants [C:1]([O:5][C:6]([CH3:9])([CH3:8])[CH3:7])(=[O:4])[CH:2]=[CH2:3].C(N(C(C)C)CC)(C)C.[CH3:19][C:20]1[CH:25]=CC=C[C:21]=1P([C:21]1C=CC=[CH:25][C:20]=1[CH3:19])[C:21]1C=CC=[CH:25][C:20]=1[CH3:19].Cl.[O:42]=[C:43]1[NH:52][C:51]2[N:50]=[CH:49][C:48](/[CH:53]=[CH:54]/[C:55]([OH:57])=[O:56])=[CH:47][C:46]=2[CH2:45][CH2:44]1, predict the reaction product. (6) Given the reactants C([O:3][C:4]([C:6]1[CH:7]=[C:8]2[C:13](=[CH:14][CH:15]=1)[NH:12][CH:11]([C:16]1[CH:17]=[C:18]([C:22]3[CH:27]=[CH:26][C:25]([O:28][CH:29]([CH3:31])[CH3:30])=[CH:24][CH:23]=3)[CH:19]=[CH:20][CH:21]=1)[C:10]([CH3:33])([CH3:32])[CH2:9]2)=[O:5])C.O.[OH-].[Li+].Cl, predict the reaction product. The product is: [CH:29]([O:28][C:25]1[CH:24]=[CH:23][C:22]([C:18]2[CH:19]=[CH:20][CH:21]=[C:16]([CH:11]3[C:10]([CH3:32])([CH3:33])[CH2:9][C:8]4[C:13](=[CH:14][CH:15]=[C:6]([C:4]([OH:5])=[O:3])[CH:7]=4)[NH:12]3)[CH:17]=2)=[CH:27][CH:26]=1)([CH3:31])[CH3:30].